From a dataset of Full USPTO retrosynthesis dataset with 1.9M reactions from patents (1976-2016). Predict the reactants needed to synthesize the given product. (1) Given the product [NH2:18][C:14]1[CH:13]=[C:12]([C@H:11]([N:21]2[CH2:26][CH2:25][N:24]([CH2:27][CH2:28][O:29][CH3:30])[CH2:23][CH2:22]2)[C:8]2[CH:9]=[CH:10][C:5]([C:4]([N:3]([CH2:1][CH3:2])[CH2:32][CH3:33])=[O:31])=[CH:6][CH:7]=2)[CH:17]=[CH:16][CH:15]=1, predict the reactants needed to synthesize it. The reactants are: [CH2:1]([N:3]([CH2:32][CH3:33])[C:4](=[O:31])[C:5]1[CH:10]=[CH:9][C:8]([C@@H:11]([N:21]2[CH2:26][CH2:25][N:24]([CH2:27][CH2:28][O:29][CH3:30])[CH2:23][CH2:22]2)[C:12]2[CH:17]=[CH:16][CH:15]=[C:14]([N+:18]([O-])=O)[CH:13]=2)=[CH:7][CH:6]=1)[CH3:2].C(O)C.O1CCCC1.O.[Cl-].[NH4+]. (2) Given the product [CH3:19][C@H:13]1[CH2:14][CH2:15][CH2:16][C@@H:17]([CH3:18])[N:12]1[C:10]1[N:8]2[CH:7]=[C:2]([F:1])[CH:3]=[CH:4][C:5]2=[N:6][N:41]=1, predict the reactants needed to synthesize it. The reactants are: [F:1][C:2]1[CH:3]=[CH:4][C:5]([N:8]([C:10]([N:12]2[C@H:17]([CH3:18])[CH2:16][CH2:15][CH2:14][C@@H:13]2[CH3:19])=O)N)=[N:6][CH:7]=1.C1(P(C2C=CC=CC=2)C2C=CC=CC=2)C=CC=CC=1.CC[N:41](CC)CC.ClC(Cl)(Cl)C(Cl)(Cl)Cl. (3) Given the product [CH2:1]1[C:9]2[C:4](=[CH:5][CH:6]=[CH:7][CH:8]=2)[CH2:3][C:2]21[C:11](=[O:20])[NH:12][C:14](=[O:17])[NH:18]2, predict the reactants needed to synthesize it. The reactants are: [CH2:1]1[C:9]2[C:4](=[CH:5][CH:6]=[CH:7][CH:8]=2)[CH2:3][C:2]1=O.[C-:11]#[N:12].[Na+].[C:14](=[O:17])([O-])[O-].[NH4+:18].[NH4+].[OH2:20].